This data is from NCI-60 drug combinations with 297,098 pairs across 59 cell lines. The task is: Regression. Given two drug SMILES strings and cell line genomic features, predict the synergy score measuring deviation from expected non-interaction effect. (1) Drug 1: CN(C)N=NC1=C(NC=N1)C(=O)N. Drug 2: C1CN(P(=O)(OC1)NCCCl)CCCl. Cell line: LOX IMVI. Synergy scores: CSS=32.8, Synergy_ZIP=-8.84, Synergy_Bliss=-5.19, Synergy_Loewe=-13.9, Synergy_HSA=-3.63. (2) Drug 1: CC1=C(C=C(C=C1)C(=O)NC2=CC(=CC(=C2)C(F)(F)F)N3C=C(N=C3)C)NC4=NC=CC(=N4)C5=CN=CC=C5. Drug 2: CC(C)CN1C=NC2=C1C3=CC=CC=C3N=C2N. Cell line: SK-OV-3. Synergy scores: CSS=3.56, Synergy_ZIP=-4.65, Synergy_Bliss=-7.04, Synergy_Loewe=-3.73, Synergy_HSA=-3.67. (3) Drug 1: CC1C(C(CC(O1)OC2CC(CC3=C2C(=C4C(=C3O)C(=O)C5=C(C4=O)C(=CC=C5)OC)O)(C(=O)C)O)N)O.Cl. Drug 2: C1CC(=O)NC(=O)C1N2C(=O)C3=CC=CC=C3C2=O. Cell line: MALME-3M. Synergy scores: CSS=21.3, Synergy_ZIP=-5.90, Synergy_Bliss=0.274, Synergy_Loewe=-1.82, Synergy_HSA=-1.80. (4) Cell line: MDA-MB-231. Drug 2: CC(C)NC(=O)C1=CC=C(C=C1)CNNC.Cl. Drug 1: CC1=C2C(C(=O)C3(C(CC4C(C3C(C(C2(C)C)(CC1OC(=O)C(C(C5=CC=CC=C5)NC(=O)OC(C)(C)C)O)O)OC(=O)C6=CC=CC=C6)(CO4)OC(=O)C)O)C)O. Synergy scores: CSS=15.5, Synergy_ZIP=-2.04, Synergy_Bliss=-1.01, Synergy_Loewe=-7.30, Synergy_HSA=-4.61. (5) Drug 1: CN(C(=O)NC(C=O)C(C(C(CO)O)O)O)N=O. Drug 2: C1C(C(OC1N2C=NC(=NC2=O)N)CO)O. Cell line: SK-OV-3. Synergy scores: CSS=1.26, Synergy_ZIP=3.36, Synergy_Bliss=6.78, Synergy_Loewe=3.03, Synergy_HSA=1.95. (6) Drug 1: CC12CCC3C(C1CCC2O)C(CC4=C3C=CC(=C4)O)CCCCCCCCCS(=O)CCCC(C(F)(F)F)(F)F. Drug 2: CCCCCOC(=O)NC1=NC(=O)N(C=C1F)C2C(C(C(O2)C)O)O. Cell line: SK-MEL-5. Synergy scores: CSS=2.66, Synergy_ZIP=-0.232, Synergy_Bliss=-0.144, Synergy_Loewe=-0.397, Synergy_HSA=-0.183. (7) Drug 2: C1CC(=O)NC(=O)C1N2C(=O)C3=CC=CC=C3C2=O. Drug 1: CC1=CC=C(C=C1)C2=CC(=NN2C3=CC=C(C=C3)S(=O)(=O)N)C(F)(F)F. Cell line: SNB-75. Synergy scores: CSS=-0.417, Synergy_ZIP=0.533, Synergy_Bliss=-0.283, Synergy_Loewe=-1.69, Synergy_HSA=-1.75. (8) Drug 1: CC1=C(C=C(C=C1)NC2=NC=CC(=N2)N(C)C3=CC4=NN(C(=C4C=C3)C)C)S(=O)(=O)N.Cl. Drug 2: CCN(CC)CCNC(=O)C1=C(NC(=C1C)C=C2C3=C(C=CC(=C3)F)NC2=O)C. Cell line: SK-OV-3. Synergy scores: CSS=4.18, Synergy_ZIP=-0.347, Synergy_Bliss=1.23, Synergy_Loewe=-3.20, Synergy_HSA=-0.620.